This data is from Experimentally validated miRNA-target interactions with 360,000+ pairs, plus equal number of negative samples. The task is: Binary Classification. Given a miRNA mature sequence and a target amino acid sequence, predict their likelihood of interaction. (1) The miRNA is hsa-miR-33a-3p with sequence CAAUGUUUCCACAGUGCAUCAC. The protein sequence of the target gene is MAHSPVQSGLPGMQNLKADPEELFTKLEKIGKGSFGEVFKGIDNRTQKVVAIKIIDLEEAEDEIEDIQQEITVLSQCDSPYVTKYYGSYLKDTKLWIIMEYLGGGSALDLLEPGPLDEIQIATILREILKGLDYLHSEKKIHRDIKAANVLLSEHGEVKLADFGVAGQLTDTQIKRNTFVGTPFWMAPEVIKQSAYDSKADIWSLGITAIELAKGEPPHSELHPMKVLFLIPKNNPPTLEGNYSKPLKEFVEACLNKEPSFRPTAKELLKHKFIIRNAKKTSYLTELIDRYKRWKAEQSH.... Result: 0 (no interaction). (2) The miRNA is hsa-miR-6780a-3p with sequence CUCCUCUGUUUUCUUUCCUAG. The protein sequence of the target gene is MGHLWLLGIWGLCGLLLCAADPSTDGSQIIPKVTEIIPKYGSINGATRLTIRGEGFSQANQFNYGVDNAELGNSVQLISSFQSITCDVEKDASHSTQITCYTRAMPEDSYTVRVSVDGVPVTENNTCKGHINSWECTFNAKSFRTPTIRSITPLSGTPGTLITIQGRIFTDVYGSNIALSSNGKNVRILRVYIGGMPCELLIPQSDNLYGLKLDHPNGDMGSMVCKTTGTFIGHHNVSFILDNDYGRSFPQKMAYFVSSLNKIAMFQTYAEVTMIFPSQGSIRGGTTLTISGRFFDQTDF.... Result: 0 (no interaction). (3) The miRNA is hsa-miR-29b-3p with sequence UAGCACCAUUUGAAAUCAGUGUU. The protein sequence of the target gene is MSNGYEDHMAEDCRGDIGRTNLIVNYLPQNMTQDELRSLFSSIGEVESAKLIRDKVAGHSLGYGFVNYVTAKDAERAINTLNGLRLQSKTIKVSYARPSSEVIKDANLYISGLPRTMTQKDVEDMFSRFGRIINSRVLVDQTTGLSRGVAFIRFDKRSEAEEAITSFNGHKPPGSSEPITVKFAANPNQNKNVALLSQLYHSPARRFGGPVHHQAQRFRFSPMGVDHMSGLSGVNVPGNASSGWCIFIYNLGQDADEGILWQMFGPFGAVTNVKVIRDFNTNKCKGFGFVTMTNYEEAAM.... Result: 1 (interaction).